From a dataset of Peptide-MHC class I binding affinity with 185,985 pairs from IEDB/IMGT. Regression. Given a peptide amino acid sequence and an MHC pseudo amino acid sequence, predict their binding affinity value. This is MHC class I binding data. (1) The MHC is HLA-A24:02 with pseudo-sequence HLA-A24:02. The peptide sequence is FSGALDTTSY. The binding affinity (normalized) is 0. (2) The peptide sequence is DVDIYDAVRA. The MHC is HLA-A68:02 with pseudo-sequence HLA-A68:02. The binding affinity (normalized) is 0.156. (3) The peptide sequence is RTRNALDNL. The MHC is HLA-A30:01 with pseudo-sequence HLA-A30:01. The binding affinity (normalized) is 0.889. (4) The peptide sequence is QPESNILDI. The MHC is HLA-B53:01 with pseudo-sequence HLA-B53:01. The binding affinity (normalized) is 0.360. (5) The peptide sequence is SAEPVPLQL. The MHC is HLA-B18:01 with pseudo-sequence HLA-B18:01. The binding affinity (normalized) is 0. (6) The peptide sequence is YVLDHLIVV. The MHC is HLA-B45:01 with pseudo-sequence HLA-B45:01. The binding affinity (normalized) is 0.0131. (7) The peptide sequence is FRISGRGGK. The MHC is HLA-A02:01 with pseudo-sequence HLA-A02:01. The binding affinity (normalized) is 0.0847.